From a dataset of Reaction yield outcomes from USPTO patents with 853,638 reactions. Predict the reaction yield, written as a fraction of the theoretical maximum amount of product (1.0 means a 100% yield; for example, 0.34 means a 34% yield). (1) The reactants are O=[C:2]1[CH2:7][CH2:6][CH:5]([N:8]2[C:13](=[O:14])[C:12]([CH2:15][C:16]3[CH:21]=[CH:20][C:19]([C:22]4[CH:27]=[CH:26][CH:25]=[CH:24][C:23]=4[C:28]4[NH:32][C:31](=[O:33])[O:30][N:29]=4)=[CH:18][CH:17]=3)=[C:11]([CH2:34][CH2:35][CH3:36])[N:10]3[N:37]=[CH:38][N:39]=[C:9]23)[CH2:4][CH2:3]1.[NH2:40][O:41][CH:42]1[CH2:47][CH2:46][O:45][CH2:44][CH2:43]1.N1C=CC=CC=1.Cl. The catalyst is O.C(OCC)(=O)C. The product is [O:33]=[C:31]1[O:30][N:29]=[C:28]([C:23]2[CH:24]=[CH:25][CH:26]=[CH:27][C:22]=2[C:19]2[CH:18]=[CH:17][C:16]([CH2:15][C:12]3[C:13](=[O:14])[N:8]([CH:5]4[CH2:4][CH2:3][C:2](=[N:40][O:41][CH:42]5[CH2:47][CH2:46][O:45][CH2:44][CH2:43]5)[CH2:7][CH2:6]4)[C:9]4[N:10]([N:37]=[CH:38][N:39]=4)[C:11]=3[CH2:34][CH2:35][CH3:36])=[CH:21][CH:20]=2)[NH:32]1. The yield is 0.760. (2) The reactants are [OH:1][CH2:2][CH2:3][C:4]1[CH:12]=[CH:11][CH:10]=[C:9]2[C:5]=1[CH2:6][C:7](=[O:13])[NH:8]2.[CH3:14][C:15]1[C:19]([C:20]([N:22]2[CH2:27][CH2:26][N:25]([CH3:28])[CH2:24][CH2:23]2)=[O:21])=[C:18]([CH3:29])[NH:17][C:16]=1[CH:30]=O. No catalyst specified. The product is [CH3:14][C:15]1[C:19]([C:20]([N:22]2[CH2:23][CH2:24][N:25]([CH3:28])[CH2:26][CH2:27]2)=[O:21])=[C:18]([CH3:29])[NH:17][C:16]=1[CH:30]=[C:6]1[C:5]2[C:9](=[CH:10][CH:11]=[CH:12][C:4]=2[CH2:3][CH2:2][OH:1])[NH:8][C:7]1=[O:13]. The yield is 0.550.